This data is from hERG Central: cardiac toxicity at 1µM, 10µM, and general inhibition. The task is: Predict hERG channel inhibition at various concentrations. (1) The molecule is O=C(CN1C(=O)CSc2ccc(S(=O)(=O)N3CCOCC3)cc21)NCCCN1CCc2ccccc2C1. Results: hERG_inhib (hERG inhibition (general)): blocker. (2) The molecule is O=S(=O)(c1ccccc1)c1nc(-c2ccco2)oc1NCCCn1ccnc1. Results: hERG_inhib (hERG inhibition (general)): blocker. (3) The compound is CCOc1ccc(N(C(=O)c2ccc(S(=O)(=O)N3CCCC3)cc2)C2C=CS(=O)(=O)C2)cc1. Results: hERG_inhib (hERG inhibition (general)): blocker. (4) The drug is O=C(CNC(=O)OCc1ccccc1)NCC(=O)Nc1ccc(Br)cc1C(=O)c1ccccc1. Results: hERG_inhib (hERG inhibition (general)): blocker. (5) The drug is CC(/C=N/Nc1ccc2nncn2n1)=C\c1ccccc1. Results: hERG_inhib (hERG inhibition (general)): blocker. (6) The drug is O=C(OCC(=O)N1CCCC1=O)c1nc(Cl)c(Cl)c(Cl)c1Cl. Results: hERG_inhib (hERG inhibition (general)): blocker. (7) The compound is OCCCNc1nc(-c2ccc(Br)cc2)nnc1-c1ccc(Cl)cc1. Results: hERG_inhib (hERG inhibition (general)): blocker. (8) The compound is COc1ccc(N2CCN(CCCNC(=O)Nc3ccccc3C)CC2)cc1. Results: hERG_inhib (hERG inhibition (general)): blocker. (9) The molecule is CC(C)CCC(CCN1CCCC1)c1ccc2c(c1)OCO2.O=C(O)C(=O)O. Results: hERG_inhib (hERG inhibition (general)): blocker. (10) The compound is COc1ccc(C2CC(c3cccs3)=NN2C(=O)CN2CCCCC2)cc1. Results: hERG_inhib (hERG inhibition (general)): blocker.